Dataset: Reaction yield outcomes from USPTO patents with 853,638 reactions. Task: Predict the reaction yield, written as a fraction of the theoretical maximum amount of product (1.0 means a 100% yield; for example, 0.34 means a 34% yield). (1) The reactants are [NH2:1][C:2]1[CH:7]=[CH:6][CH:5]=[CH:4][C:3]=1[C:8]1[NH:9][C:10]2[C:15]([CH:16]=1)=[CH:14][CH:13]=[CH:12][CH:11]=2.[C:17](O)(=[O:25])[C:18]1[C:19](=[CH:21][CH:22]=[CH:23][CH:24]=1)[OH:20]. No catalyst specified. The product is [OH:20][C:19]1[CH:21]=[CH:22][CH:23]=[CH:24][C:18]=1[C:17]([NH:1][C:2]1[CH:7]=[CH:6][CH:5]=[CH:4][C:3]=1[C:8]1[NH:9][C:10]2[C:15]([CH:16]=1)=[CH:14][CH:13]=[CH:12][CH:11]=2)=[O:25]. The yield is 0.460. (2) The reactants are [NH2:1][N:2]1[CH2:7][CH2:6][N:5]([CH2:8][CH2:9][OH:10])[CH2:4][CH2:3]1.[CH3:11][C:12]([O:15][C:16](O[C:16]([O:15][C:12]([CH3:14])([CH3:13])[CH3:11])=[O:17])=[O:17])([CH3:14])[CH3:13].C1COCC1.[Li+].[OH-]. The catalyst is O. The product is [C:12]([O:15][C:16]([NH:1][N:2]1[CH2:7][CH2:6][N:5]([CH2:8][CH2:9][OH:10])[CH2:4][CH2:3]1)=[O:17])([CH3:14])([CH3:13])[CH3:11]. The yield is 0.610. (3) The yield is 0.300. The reactants are C([O:5][C:6]([N:8]1[CH2:13][CH2:12][N:11]([C:14]([O:16][C:17]([CH3:20])([CH3:19])C)=[O:15])[CH2:10][C@@H:9]1C([O-])=O)=[O:7])(C)(C)C.[N:24]1([CH2:29][CH2:30]C2CCCCN2)[CH:28]=[CH:27][N:26]=[CH:25]1.Cl.CN(C)[CH2:40][CH2:41][CH2:42]N=C=NCC.ON1C2C=[CH:56][CH:57]=[CH:58][C:53]=2N=N1.[CH3:59]N1CCOCC1.[CH3:66][N:67]([CH:69]=[O:70])[CH3:68]. No catalyst specified. The product is [N:24]1([CH2:29][CH2:30][CH:66]2[CH2:42][CH2:41][CH2:40][CH2:68][N:67]2[C:69]([C@H:13]2[CH2:12][N:11]([C:14]([O:16][CH:17]([CH3:19])[CH2:20][CH3:59])=[O:15])[CH2:10][CH2:9][N:8]2[C:6]([O:5][CH:57]([CH3:56])[CH2:58][CH3:53])=[O:7])=[O:70])[CH:28]=[CH:27][N:26]=[CH:25]1. (4) The reactants are [CH3:1][C:2]1([C:8]([OH:10])=O)[CH2:7][CH2:6][CH2:5][CH2:4][CH2:3]1.[S:11]1[CH:15]=[CH:14][CH:13]=[C:12]1[CH2:16][NH2:17].C(N(CC)CC)C.CCN=C=NCCCN(C)C. The catalyst is C(Cl)Cl.CN(C1C=CN=CC=1)C. The product is [S:11]1[CH:15]=[CH:14][CH:13]=[C:12]1[CH2:16][NH:17][C:8]([C:2]1([CH3:1])[CH2:3][CH2:4][CH2:5][CH2:6][CH2:7]1)=[O:10]. The yield is 0.820. (5) The reactants are [F:1][C:2]1[CH:3]=[C:4]([C:8]2[C:16]3[O:15][CH:14]([CH2:17][NH:18]C(=O)OCC4C=CC=CC=4)[CH2:13][C:12]=3[CH:11]=[CH:10][CH:9]=2)[CH:5]=[CH:6][CH:7]=1. The catalyst is [Pd]. The product is [F:1][C:2]1[CH:3]=[C:4]([C:8]2[C:16]3[O:15][CH:14]([CH2:17][NH2:18])[CH2:13][C:12]=3[CH:11]=[CH:10][CH:9]=2)[CH:5]=[CH:6][CH:7]=1. The yield is 0.550. (6) No catalyst specified. The yield is 0.260. The reactants are [CH3:1][NH:2][CH2:3][CH2:4][OH:5].Br[C:7]1[CH:8]=[N:9][C:10]([N:13]2[CH2:18][CH2:17][CH:16]([C:19]3[C:28]([CH:29]([F:40])[C:30]4[CH:35]=[CH:34][C:33]([C:36]([F:39])([F:38])[F:37])=[CH:32][CH:31]=4)=[C:27]([CH:41]4[CH2:46][CH2:45][C:44]([F:48])([F:47])[CH2:43][CH2:42]4)[C:26]4[CH:25]([O:49][CH2:50][C:51]5[CH:56]=[CH:55][C:54]([O:57][CH3:58])=[CH:53][CH:52]=5)[CH2:24][C:23]([CH3:60])([CH3:59])[CH2:22][C:21]=4[N:20]=3)[CH2:15][CH2:14]2)=[N:11][CH:12]=1. The product is [F:48][C:44]1([F:47])[CH2:43][CH2:42][CH:41]([C:27]2[C:26]3[CH:25]([O:49][CH2:50][C:51]4[CH:52]=[CH:53][C:54]([O:57][CH3:58])=[CH:55][CH:56]=4)[CH2:24][C:23]([CH3:59])([CH3:60])[CH2:22][C:21]=3[N:20]=[C:19]([CH:16]3[CH2:17][CH2:18][N:13]([C:10]4[N:11]=[CH:12][C:7]([N:2]([CH2:3][CH2:4][OH:5])[CH3:1])=[CH:8][N:9]=4)[CH2:14][CH2:15]3)[C:28]=2[CH:29]([F:40])[C:30]2[CH:35]=[CH:34][C:33]([C:36]([F:37])([F:39])[F:38])=[CH:32][CH:31]=2)[CH2:46][CH2:45]1. (7) The reactants are C(Cl)Cl.[F:4][C:5]1[CH:10]=[CH:9][C:8]([F:11])=[CH:7][C:6]=1[C@H:12]1[CH2:16][CH2:15][CH2:14][N:13]1[C:17]1[CH:22]=[CH:21][N:20]2[N:23]=[CH:24][C:25]([NH2:26])=[C:19]2[N:18]=1.CCN(C(C)C)C(C)C.Cl[C:37](=[O:42])[C:38]([O:40][CH3:41])=[O:39]. No catalyst specified. The product is [F:4][C:5]1[CH:10]=[CH:9][C:8]([F:11])=[CH:7][C:6]=1[C@H:12]1[CH2:16][CH2:15][CH2:14][N:13]1[C:17]1[CH:22]=[CH:21][N:20]2[N:23]=[CH:24][C:25]([NH:26][C:37](=[O:42])[C:38]([O:40][CH3:41])=[O:39])=[C:19]2[N:18]=1. The yield is 0.850. (8) The reactants are [Br-].[Cl:2][C:3]1[CH:8]=[CH:7][C:6]([C:9]([C:12]2[N:16]([C:17]3[CH:22]=[CH:21][C:20]([F:23])=[CH:19][CH:18]=3)[C:15]([S:24][CH2:25][C:26]3[C:31]([F:32])=[CH:30][C:29]([S:33]([N:36]([CH2:43][CH2:44][CH2:45][N+:46]45[CH2:53][CH2:52][N:49]([CH2:50][CH2:51]4)[CH2:48][CH2:47]5)[C@H:37]([CH3:42])[C:38]([O:40]C)=[O:39])(=[O:35])=[O:34])=[CH:28][C:27]=3[F:54])=[N:14][CH:13]=2)([CH3:11])[CH3:10])=[CH:5][C:4]=1[O:55][CH3:56].[Li+].[OH-]. The catalyst is CC#N. The product is [Cl-:2].[C:38]([C@H:37]([N:36]([CH2:43][CH2:44][CH2:45][N+:46]12[CH2:47][CH2:48][N:49]([CH2:50][CH2:51]1)[CH2:52][CH2:53]2)[S:33]([C:29]1[CH:28]=[C:27]([F:54])[C:26]([CH2:25][S:24][C:15]2[N:16]([C:17]3[CH:18]=[CH:19][C:20]([F:23])=[CH:21][CH:22]=3)[C:12]([C:9]([C:6]3[CH:7]=[CH:8][C:3]([Cl:2])=[C:4]([O:55][CH3:56])[CH:5]=3)([CH3:10])[CH3:11])=[CH:13][N:14]=2)=[C:31]([F:32])[CH:30]=1)(=[O:34])=[O:35])[CH3:42])([OH:40])=[O:39]. The yield is 0.710. (9) The reactants are Br[C:2]1[N:7]=[C:6]([N:8]2[C:16]3[CH:15]=[C:14]([Cl:17])[N:13]=[CH:12][C:11]=3[CH:10]=[N:9]2)[CH:5]=[CH:4][CH:3]=1.[O:18]=[C:19]1[C@@H:24]([NH:25][C:26](=[O:32])[O:27][C:28]([CH3:31])([CH3:30])[CH3:29])[CH2:23][CH2:22][CH2:21][NH:20]1.C(=O)([O-])[O-].[K+].[K+].CNCCNC. The catalyst is [Cu]I. The product is [Cl:17][C:14]1[N:13]=[CH:12][C:11]2[CH:10]=[N:9][N:8]([C:6]3[N:7]=[C:2]([N:20]4[CH2:21][CH2:22][CH2:23][C@H:24]([NH:25][C:26](=[O:32])[O:27][C:28]([CH3:29])([CH3:30])[CH3:31])[C:19]4=[O:18])[CH:3]=[CH:4][CH:5]=3)[C:16]=2[CH:15]=1. The yield is 0.470. (10) The reactants are I[CH2:2][C@@H:3]([CH3:16])[CH2:4][N:5]1[C:14]2[C:9](=[CH:10][CH:11]=[CH:12][CH:13]=2)[CH:8]=[CH:7][C:6]1=[O:15].[CH2:17]([CH:21]1[CH2:26][CH2:25][NH:24][CH2:23][CH2:22]1)[CH2:18][CH2:19][CH3:20].CC#N.CCOC(C)=O. The catalyst is O. The product is [CH2:17]([CH:21]1[CH2:26][CH2:25][N:24]([CH2:2][C@@H:3]([CH3:16])[CH2:4][N:5]2[C:14]3[C:9](=[CH:10][CH:11]=[CH:12][CH:13]=3)[CH:8]=[CH:7][C:6]2=[O:15])[CH2:23][CH2:22]1)[CH2:18][CH2:19][CH3:20]. The yield is 0.440.